From a dataset of Full USPTO retrosynthesis dataset with 1.9M reactions from patents (1976-2016). Predict the reactants needed to synthesize the given product. (1) Given the product [CH2:1]([O:8][C:9](=[O:10])[NH:11][C:12]1[CH:17]=[CH:16][C:15]([N:18]([CH:19]2[CH2:24][CH2:23][N:22]([C:50](=[O:51])[C@@H:49]([NH:48][C:46]([N:39]3[CH2:45][CH2:44][CH2:43][CH2:42][CH2:41][CH2:40]3)=[O:47])[CH2:53][CH:54]([CH3:56])[CH3:55])[CH2:21][CH2:20]2)[CH2:25][CH2:26][CH:27]([CH3:29])[CH3:28])=[CH:14][CH:13]=1)[C:2]1[CH:3]=[CH:4][CH:5]=[CH:6][CH:7]=1, predict the reactants needed to synthesize it. The reactants are: [CH2:1]([O:8][C:9]([NH:11][C:12]1[CH:17]=[CH:16][C:15]([N:18]([CH2:25][CH2:26][CH:27]([CH3:29])[CH3:28])[CH:19]2[CH2:24][CH2:23][NH:22][CH2:21][CH2:20]2)=[CH:14][CH:13]=1)=[O:10])[C:2]1[CH:7]=[CH:6][CH:5]=[CH:4][CH:3]=1.CCN(C(C)C)C(C)C.[N:39]1([C:46]([NH:48][C@@H:49]([CH2:53][CH:54]([CH3:56])[CH3:55])[C:50](O)=[O:51])=[O:47])[CH2:45][CH2:44][CH2:43][CH2:42][CH2:41][CH2:40]1.CN(C(ON1N=NC2C=CC=CC1=2)=[N+](C)C)C.F[P-](F)(F)(F)(F)F. (2) Given the product [F:6][C:7]1[CH:8]=[C:9]([CH:22]=[CH:23][CH:24]=1)[CH2:10][N:11]1[CH:16]=[CH:15][C:14]([OH:17])=[C:13]([C:19]#[N:20])[C:12]1=[O:21], predict the reactants needed to synthesize it. The reactants are: [H-].[Na+].C(S)C.[F:6][C:7]1[CH:8]=[C:9]([CH:22]=[CH:23][CH:24]=1)[CH2:10][N:11]1[CH:16]=[CH:15][C:14]([O:17]C)=[C:13]([C:19]#[N:20])[C:12]1=[O:21].Cl. (3) Given the product [Cl:24][C:15]1[CH:16]=[C:17]([CH:18]=[CH:19][C:14]=1[Cl:13])[CH2:20][NH:21][C:22]([NH:1][C:2]1[CH:11]=[CH:10][CH:9]=[C:8]2[C:3]=1[CH:4]=[C:5]([CH3:12])[N:6]=[CH:7]2)=[O:23], predict the reactants needed to synthesize it. The reactants are: [NH2:1][C:2]1[CH:11]=[CH:10][CH:9]=[C:8]2[C:3]=1[CH:4]=[C:5]([CH3:12])[N:6]=[CH:7]2.[Cl:13][C:14]1[CH:19]=[CH:18][C:17]([CH2:20][N:21]=[C:22]=[O:23])=[CH:16][C:15]=1[Cl:24]. (4) Given the product [N:69]([CH2:35][CH2:36][O:37][C:38]1([C:53]#[N:54])[CH2:43][CH2:42][N:41]([C:44]2[N:49]=[C:48]([O:50][CH3:51])[CH:47]=[C:46]([CH3:52])[N:45]=2)[CH2:40][CH2:39]1)=[N+:70]=[N-:71], predict the reactants needed to synthesize it. The reactants are: CC(OC(/N=N/C(OC(C)C)=O)=O)C.C1C=CC(P(C2C=CC=CC=2)C2C=CC=CC=2)=CC=1.O[CH2:35][CH2:36][O:37][C:38]1([C:53]#[N:54])[CH2:43][CH2:42][N:41]([C:44]2[N:49]=[C:48]([O:50][CH3:51])[CH:47]=[C:46]([CH3:52])[N:45]=2)[CH2:40][CH2:39]1.C1C=CC(P([N:69]=[N+:70]=[N-:71])(C2C=CC=CC=2)=O)=CC=1. (5) The reactants are: CCN=C=N[CH2:6][CH2:7][CH2:8][N:9](C)C.C1C=CC2N(O)N=NC=2C=1.[F:22][C:23]1[CH:28]=[C:27]([I:29])[CH:26]=[CH:25][C:24]=1[NH:30][C:31]1[C:39]([C:40](O)=[O:41])=[C:38]2[N:34]([CH2:35][CH2:36][CH2:37]2)[C:33](=[O:43])[C:32]=1[CH3:44].Cl.C1([CH2:49][O:50]N)CC1. Given the product [CH:8]1([N:9]([O:50][CH3:49])[C:40]([C:39]2[C:31]([NH:30][C:24]3[CH:25]=[CH:26][C:27]([I:29])=[CH:28][C:23]=3[F:22])=[C:32]([CH3:44])[C:33](=[O:43])[N:34]3[C:38]=2[CH2:37][CH2:36][CH2:35]3)=[O:41])[CH2:6][CH2:7]1, predict the reactants needed to synthesize it. (6) The reactants are: [CH3:1][N:2]([CH2:10][CH2:11][O:12][C:13]1[CH:18]=[CH:17][C:16]([N+:19]([O-])=O)=[CH:15][CH:14]=1)[C:3](=[O:9])[O:4][C:5]([CH3:8])([CH3:7])[CH3:6].Cl[C:23](Cl)([O:25]C(=O)OC(Cl)(Cl)Cl)Cl.NC1C=CC(OCCN(C)C(=O)OC(C)(C)C)=CC=1. Given the product [N:19]([C:16]1[CH:17]=[CH:18][C:13]([O:12][CH2:11][CH2:10][N:2]([CH3:1])[C:3](=[O:9])[O:4][C:5]([CH3:8])([CH3:7])[CH3:6])=[CH:14][CH:15]=1)=[C:23]=[O:25], predict the reactants needed to synthesize it. (7) Given the product [OH:15][C:14]1[C:13]2[C:8](=[CH:9][C:10]([O:16][C:17]3[CH:22]=[CH:21][CH:20]=[CH:19][CH:18]=3)=[CH:11][CH:12]=2)[CH:7]=[N:6][C:5]=1[C:3]([NH:23][CH2:24][CH2:25][C:26]([OH:28])=[O:27])=[O:4], predict the reactants needed to synthesize it. The reactants are: CO[C:3]([C:5]1[N:6]=[CH:7][C:8]2[C:13]([C:14]=1[OH:15])=[CH:12][CH:11]=[C:10]([O:16][C:17]1[CH:22]=[CH:21][CH:20]=[CH:19][CH:18]=1)[CH:9]=2)=[O:4].[NH2:23][CH2:24][CH2:25][C:26]([OH:28])=[O:27].CO.